Task: Predict the reactants needed to synthesize the given product.. Dataset: Full USPTO retrosynthesis dataset with 1.9M reactions from patents (1976-2016) Given the product [N:14]1[C:15]2[CH2:16][CH2:17][NH:8][CH2:9][C:10]=2[CH:11]=[C:12]([NH:18][C:19]([C:21]2[CH:25]=[CH:24][NH:23][N:22]=2)=[O:20])[CH:13]=1, predict the reactants needed to synthesize it. The reactants are: C(OC([N:8]1[CH2:17][CH2:16][C:15]2[N:14]=[CH:13][C:12]([NH:18][C:19]([C:21]3[CH:25]=[CH:24][NH:23][N:22]=3)=[O:20])=[CH:11][C:10]=2[CH2:9]1)=O)(C)(C)C.